From a dataset of Peptide-MHC class I binding affinity with 185,985 pairs from IEDB/IMGT. Regression. Given a peptide amino acid sequence and an MHC pseudo amino acid sequence, predict their binding affinity value. This is MHC class I binding data. (1) The peptide sequence is KPKPAVRYAI. The MHC is HLA-B07:02 with pseudo-sequence HLA-B07:02. The binding affinity (normalized) is 0.804. (2) The peptide sequence is AELRLVHEL. The MHC is HLA-B15:01 with pseudo-sequence HLA-B15:01. The binding affinity (normalized) is 0.0847. (3) The peptide sequence is MPTVIEELEK. The MHC is HLA-B35:01 with pseudo-sequence HLA-B35:01. The binding affinity (normalized) is 0.272. (4) The peptide sequence is WMQELRAGA. The MHC is HLA-A03:01 with pseudo-sequence HLA-A03:01. The binding affinity (normalized) is 0.0847. (5) The peptide sequence is IVNRNRQGY. The MHC is HLA-A11:01 with pseudo-sequence HLA-A11:01. The binding affinity (normalized) is 0.141. (6) The peptide sequence is NHHPRARSM. The MHC is HLA-B07:02 with pseudo-sequence HLA-B07:02. The binding affinity (normalized) is 0.0847. (7) The peptide sequence is GRKTPLLCF. The MHC is HLA-B44:02 with pseudo-sequence HLA-B44:02. The binding affinity (normalized) is 0.0847. (8) The peptide sequence is LLFKLLEYSN. The MHC is H-2-Db with pseudo-sequence H-2-Db. The binding affinity (normalized) is 0. (9) The peptide sequence is QFPGQQQPF. The MHC is HLA-A23:01 with pseudo-sequence HLA-A23:01. The binding affinity (normalized) is 0.0855.